From a dataset of Forward reaction prediction with 1.9M reactions from USPTO patents (1976-2016). Predict the product of the given reaction. (1) The product is: [Cl:1][C:2]1[CH:7]=[CH:6][C:5]([C:8]2[CH:13]=[CH:12][CH:11]=[C:10]([F:14])[CH:9]=2)=[CH:4][C:3]=1[O:15][CH2:23][C:24]#[N:25]. Given the reactants [Cl:1][C:2]1[CH:7]=[CH:6][C:5]([C:8]2[CH:13]=[CH:12][CH:11]=[C:10]([F:14])[CH:9]=2)=[CH:4][C:3]=1[OH:15].C(=O)([O-])[O-].[K+].[K+].Br[CH2:23][C:24]#[N:25], predict the reaction product. (2) Given the reactants [NH2:1][C:2]1[N:30]=[C:5]2[CH:6]=[CH:7][C:8]([O:10][C:11]3[CH:12]=[C:13]([NH:17][C:18](=[O:29])[C:19]4[CH:24]=[CH:23][CH:22]=[C:21]([C:25]([F:28])([F:27])[F:26])[CH:20]=4)[CH:14]=[CH:15][CH:16]=3)=[CH:9][N:4]2[N:3]=1.[CH:31]1([C:34](Cl)=[O:35])[CH2:33][CH2:32]1, predict the reaction product. The product is: [CH:31]1([C:34]([NH:1][C:2]2[N:30]=[C:5]3[CH:6]=[CH:7][C:8]([O:10][C:11]4[CH:12]=[C:13]([NH:17][C:18](=[O:29])[C:19]5[CH:24]=[CH:23][CH:22]=[C:21]([C:25]([F:26])([F:27])[F:28])[CH:20]=5)[CH:14]=[CH:15][CH:16]=4)=[CH:9][N:4]3[N:3]=2)=[O:35])[CH2:33][CH2:32]1. (3) Given the reactants P(Cl)(Cl)(Cl)=O.[CH3:6][C:7]([C:9]([CH3:12])([CH3:11])[CH3:10])=O.[ClH:13].NO.C[N:17]([CH:19]=O)C, predict the reaction product. The product is: [Cl:13][C:7]([C:9]([CH3:12])([CH3:11])[CH3:10])=[CH:6][C:19]#[N:17]. (4) Given the reactants [CH:1]([C:3]1[CH:8]=[CH:7][C:6]([C@@H:9]([C:17]2[C:22]([C:23]([F:26])([F:25])[F:24])=[CH:21][CH:20]=[CH:19][N:18]=2)[NH:10][S@:11]([C:13]([CH3:16])([CH3:15])[CH3:14])=[O:12])=[CH:5][CH:4]=1)=[O:2].[CH3:27][Mg]Br, predict the reaction product. The product is: [OH:2][CH:1]([C:3]1[CH:4]=[CH:5][C:6]([C@@H:9]([C:17]2[C:22]([C:23]([F:25])([F:26])[F:24])=[CH:21][CH:20]=[CH:19][N:18]=2)[NH:10][S@:11]([C:13]([CH3:16])([CH3:15])[CH3:14])=[O:12])=[CH:7][CH:8]=1)[CH3:27]. (5) Given the reactants [Cl:1][CH2:2][C@H:3]1[C:11]2[C:10]3[CH:12]=[CH:13][CH:14]=[CH:15][C:9]=3[C:8]([O:16][C:17]([N:19]3[CH2:24][CH2:23][N:22]([CH3:25])[CH2:21][CH2:20]3)=[O:18])=[CH:7][C:6]=2[N:5]([C:26](=[O:102])[CH2:27][CH2:28][CH2:29][CH2:30][CH2:31][O:32][C:33]2[C:34]([O:100][CH3:101])=[CH:35][C:36]3[C:42](=[O:43])[N:41]4[CH2:44][CH2:45][CH2:46][CH:40]4[C@H:39]([OH:47])[N:38]([C:48]([O:50][CH2:51][C:52]4[CH:57]=[CH:56][C:55]([NH:58][C:59](=[O:98])[C@@H:60]([NH:73][C:74](=[O:97])[C@@H:75]([NH:79]C(OCC5C6C=CC=CC=6C6C5=CC=CC=6)=O)[CH:76]([CH3:78])[CH3:77])[CH2:61][CH2:62][CH2:63][CH2:64][NH:65][C:66]([O:68][C:69]([CH3:72])([CH3:71])[CH3:70])=[O:67])=[CH:54][CH:53]=4)=[O:49])[C:37]=3[CH:99]=2)[CH2:4]1.N1CCCCC1, predict the reaction product. The product is: [Cl:1][CH2:2][C@H:3]1[C:11]2[C:10]3[CH:12]=[CH:13][CH:14]=[CH:15][C:9]=3[C:8]([O:16][C:17]([N:19]3[CH2:20][CH2:21][N:22]([CH3:25])[CH2:23][CH2:24]3)=[O:18])=[CH:7][C:6]=2[N:5]([C:26](=[O:102])[CH2:27][CH2:28][CH2:29][CH2:30][CH2:31][O:32][C:33]2[C:34]([O:100][CH3:101])=[CH:35][C:36]3[C:42](=[O:43])[N:41]4[CH2:44][CH2:45][CH2:46][CH:40]4[C@H:39]([OH:47])[N:38]([C:48]([O:50][CH2:51][C:52]4[CH:57]=[CH:56][C:55]([NH:58][C:59](=[O:98])[C@@H:60]([NH:73][C:74](=[O:97])[C@@H:75]([NH2:79])[CH:76]([CH3:77])[CH3:78])[CH2:61][CH2:62][CH2:63][CH2:64][NH:65][C:66]([O:68][C:69]([CH3:70])([CH3:72])[CH3:71])=[O:67])=[CH:54][CH:53]=4)=[O:49])[C:37]=3[CH:99]=2)[CH2:4]1. (6) Given the reactants [F:1][C:2]1[CH:7]=[CH:6][CH:5]=[CH:4][C:3]=1[N:8]1[C:12]([C:13]2[CH:18]=[CH:17][N:16]=[CH:15][CH:14]=2)=[C:11]([C:19]2[O:23][N:22]=[C:21]([C:24]3[CH:31]=[CH:30][C:27]([CH:28]=O)=[CH:26][CH:25]=3)[N:20]=2)[N:10]=[N:9]1.[CH3:32][O:33][CH2:34][CH2:35][NH2:36], predict the reaction product. The product is: [F:1][C:2]1[CH:7]=[CH:6][CH:5]=[CH:4][C:3]=1[N:8]1[C:12]([C:13]2[CH:14]=[CH:15][N:16]=[CH:17][CH:18]=2)=[C:11]([C:19]2[O:23][N:22]=[C:21]([C:24]3[CH:25]=[CH:26][C:27]([CH2:28][NH:36][CH2:35][CH2:34][O:33][CH3:32])=[CH:30][CH:31]=3)[N:20]=2)[N:10]=[N:9]1. (7) Given the reactants [CH3:1][O:2][C:3](=[O:23])[CH2:4][CH2:5][CH2:6][CH2:7][CH2:8][S:9][C:10]1[CH:15]=[CH:14][C:13]([C:16]2[CH:21]=[CH:20][C:19]([Cl:22])=[CH:18][CH:17]=2)=[CH:12][CH:11]=1.I([O-])(=O)(=O)=[O:25].[Na+], predict the reaction product. The product is: [CH3:1][O:2][C:3](=[O:23])[CH2:4][CH2:5][CH2:6][CH2:7][CH2:8][S:9]([C:10]1[CH:15]=[CH:14][C:13]([C:16]2[CH:21]=[CH:20][C:19]([Cl:22])=[CH:18][CH:17]=2)=[CH:12][CH:11]=1)=[O:25]. (8) Given the reactants Br[CH2:2][CH2:3][O:4][CH3:5].[CH3:6][N:7]1[C:15]2[C:10](=[CH:11][C:12]([O:17][CH3:18])=[C:13]([OH:16])[CH:14]=2)[C:9]([C:19]2[N:27]([S:28]([C:31]3[CH:36]=[CH:35][C:34]([CH3:37])=[CH:33][CH:32]=3)(=[O:30])=[O:29])[C:22]3=[N:23][CH:24]=[CH:25][CH:26]=[C:21]3[CH:20]=2)=[CH:8]1, predict the reaction product. The product is: [CH3:18][O:17][C:12]1[CH:11]=[C:10]2[C:15](=[CH:14][C:13]=1[O:16][CH2:2][CH2:3][O:4][CH3:5])[N:7]([CH3:6])[CH:8]=[C:9]2[C:19]1[N:27]([S:28]([C:31]2[CH:32]=[CH:33][C:34]([CH3:37])=[CH:35][CH:36]=2)(=[O:30])=[O:29])[C:22]2=[N:23][CH:24]=[CH:25][CH:26]=[C:21]2[CH:20]=1.[CH3:18][O:17][C:12]1[CH:11]=[C:10]2[C:15](=[CH:14][C:13]=1[O:16][CH2:2][CH2:3][O:4][CH3:5])[N:7]([CH3:6])[CH:8]=[C:9]2[C:19]1[NH:27][C:22]2=[N:23][CH:24]=[CH:25][CH:26]=[C:21]2[CH:20]=1.